From a dataset of Catalyst prediction with 721,799 reactions and 888 catalyst types from USPTO. Predict which catalyst facilitates the given reaction. (1) Reactant: [OH-].[Na+].[CH:3]1([C:6]2[CH:11]=[C:10]([CH2:12][N:13]3[CH2:16][C:15]4([CH2:20][C:19]([C@H:21]5[CH2:26][CH2:25][C@H:24]([C:27]([O:29]C)=[O:28])[CH2:23][CH2:22]5)=[N:18][O:17]4)[CH2:14]3)[C:9]([O:31][CH2:32][CH3:33])=[CH:8][C:7]=2[C:34]2[CH:39]=[CH:38][C:37]([F:40])=[CH:36][CH:35]=2)[CH2:5][CH2:4]1. Product: [CH:3]1([C:6]2[CH:11]=[C:10]([CH2:12][N:13]3[CH2:16][C:15]4([CH2:20][C:19]([C@H:21]5[CH2:22][CH2:23][C@H:24]([C:27]([OH:29])=[O:28])[CH2:25][CH2:26]5)=[N:18][O:17]4)[CH2:14]3)[C:9]([O:31][CH2:32][CH3:33])=[CH:8][C:7]=2[C:34]2[CH:39]=[CH:38][C:37]([F:40])=[CH:36][CH:35]=2)[CH2:5][CH2:4]1. The catalyst class is: 8. (2) Reactant: Cl[C:2]1[CH:3]=[C:4]([N:21]([CH:31]2[CH2:33][CH2:32]2)[CH2:22][C:23]2[CH:28]=[CH:27][C:26]([O:29][CH3:30])=[CH:25][CH:24]=2)[C:5]2[N:6]([C:8]([C:11]([NH:13][C:14]3[CH:19]=[CH:18][N:17]=[C:16]([Cl:20])[CH:15]=3)=[O:12])=[CH:9][N:10]=2)[N:7]=1.[S:34]1[CH2:39][CH2:38][CH:37]([NH2:40])[CH2:36][CH2:35]1.CN1C(=O)CCC1. Product: [Cl:20][C:16]1[CH:15]=[C:14]([NH:13][C:11]([C:8]2[N:6]3[N:7]=[C:2]([NH:40][CH:37]4[CH2:38][CH2:39][S:34][CH2:35][CH2:36]4)[CH:3]=[C:4]([N:21]([CH:31]4[CH2:32][CH2:33]4)[CH2:22][C:23]4[CH:28]=[CH:27][C:26]([O:29][CH3:30])=[CH:25][CH:24]=4)[C:5]3=[N:10][CH:9]=2)=[O:12])[CH:19]=[CH:18][N:17]=1. The catalyst class is: 5. (3) Reactant: [C:1]([O-])([O-])=O.[K+].[K+].CB1OB(C)OB(C)O1.Cl[C:17]1[N:22]=[CH:21][C:20]([C:23]2[N:32]([C:33]3[CH:38]=[CH:37][C:36]([CH:39]4[CH2:43][CH2:42][CH2:41][CH2:40]4)=[CH:35][CH:34]=3)[C:31](=[O:44])[C:30]3[C:25](=[CH:26][CH:27]=[CH:28][CH:29]=3)[N:24]=2)=[CH:19][CH:18]=1. Product: [CH:39]1([C:36]2[CH:37]=[CH:38][C:33]([N:32]3[C:31](=[O:44])[C:30]4[C:25](=[CH:26][CH:27]=[CH:28][CH:29]=4)[N:24]=[C:23]3[C:20]3[CH:21]=[N:22][C:17]([CH3:1])=[CH:18][CH:19]=3)=[CH:34][CH:35]=2)[CH2:40][CH2:41][CH2:42][CH2:43]1. The catalyst class is: 77. (4) Reactant: [CH3:1][N:2]([CH2:24][CH:25]1[CH2:30][CH2:29][N:28](C(OC(C)(C)C)=O)[CH2:27][CH2:26]1)[C:3](=[O:23])/[CH:4]=[CH:5]/[C:6]1[CH:11]=[CH:10][C:9]([C:12]([F:15])([F:14])[F:13])=[CH:8][C:7]=1[CH2:16][N:17]1[N:21]=[N:20][C:19]([CH3:22])=[N:18]1.C(O)(C(F)(F)F)=O.[ClH:45]. Product: [ClH:45].[CH3:1][N:2]([CH2:24][CH:25]1[CH2:30][CH2:29][NH:28][CH2:27][CH2:26]1)[C:3](=[O:23])/[CH:4]=[CH:5]/[C:6]1[CH:11]=[CH:10][C:9]([C:12]([F:15])([F:14])[F:13])=[CH:8][C:7]=1[CH2:16][N:17]1[N:21]=[N:20][C:19]([CH3:22])=[N:18]1. The catalyst class is: 2. (5) Reactant: [NH:1]1[C:5]2[C:6]3[CH:7]=[CH:8][N:9]=[CH:10][C:11]=3[CH2:12][CH2:13][C:4]=2[C:3]([C:14]([O:16][CH3:17])=[O:15])=[CH:2]1.O([CH2:26][C:27]([F:30])([F:29])[F:28])S(C(F)(F)F)(=O)=O.O. Product: [F:28][C:27]([F:30])([F:29])[CH2:26][N:1]1[C:5]2[C:6]3[CH:7]=[CH:8][N:9]=[CH:10][C:11]=3[CH2:12][CH2:13][C:4]=2[C:3]([C:14]([O:16][CH3:17])=[O:15])=[CH:2]1. The catalyst class is: 3. (6) Reactant: CCCC[N+](CCCC)(CCCC)CCCC.[F-].[Si]([O:26][CH2:27][CH2:28][N:29]1[CH:33]=[C:32]([C:34]2[CH:39]=[CH:38][CH:37]=[CH:36][CH:35]=2)[C:31]([C:40]([N:42]2[CH2:47][CH2:46][N:45]([C:48]3[CH:53]=[C:52]([O:54][CH3:55])[CH:51]=[C:50]([O:56][CH3:57])[CH:49]=3)[CH2:44][CH2:43]2)=[O:41])=[CH:30]1)(C(C)(C)C)(C)C.C(OCC)(=O)C. Product: [CH3:55][O:54][C:52]1[CH:53]=[C:48]([N:45]2[CH2:46][CH2:47][N:42]([C:40]([C:31]3[C:32]([C:34]4[CH:39]=[CH:38][CH:37]=[CH:36][CH:35]=4)=[CH:33][N:29]([CH2:28][CH2:27][OH:26])[CH:30]=3)=[O:41])[CH2:43][CH2:44]2)[CH:49]=[C:50]([O:56][CH3:57])[CH:51]=1. The catalyst class is: 7. (7) Reactant: [Li]CCCC.[Br:6][C:7]1[CH:12]=[C:11]([CH:13]([O:16][CH3:17])[O:14][CH3:15])[CH:10]=[C:9](Br)[CH:8]=1.B(OC)(OC)[O:20]C. Product: [Br:6][C:7]1[CH:8]=[C:9]([OH:20])[CH:10]=[C:11]([CH:13]([O:16][CH3:17])[O:14][CH3:15])[CH:12]=1. The catalyst class is: 1. (8) Reactant: [NH2:1][C:2]1[C:7]([I:8])=[CH:6][C:5]([S:9][CH3:10])=[CH:4][N:3]=1.[C:11]1([S:17](Cl)(=[O:19])=[O:18])[CH:16]=[CH:15][CH:14]=[CH:13][CH:12]=1.O. Product: [C:11]1([S:17]([NH:1][C:2]2[C:7]([I:8])=[CH:6][C:5]([S:9][CH3:10])=[CH:4][N:3]=2)(=[O:19])=[O:18])[CH:16]=[CH:15][CH:14]=[CH:13][CH:12]=1. The catalyst class is: 17. (9) Reactant: [CH3:1][O:2][C:3](=[O:12])[C:4]1[CH:9]=[CH:8][C:7]([CH3:10])=[CH:6][C:5]=1[Br:11].C1C(=O)N([Br:20])C(=O)C1.C(OOC(=O)C1C=CC=CC=1)(=O)C1C=CC=CC=1. Product: [CH3:1][O:2][C:3](=[O:12])[C:4]1[CH:9]=[CH:8][C:7]([CH2:10][Br:20])=[CH:6][C:5]=1[Br:11]. The catalyst class is: 48. (10) Reactant: C(OC(=O)[NH:7][C:8]1[CH:13]=[C:12]([NH:14][C:15]2[N:20]=[C:19]3[S:21][C:22]([NH:24][C:25]([CH:27]4[CH2:29][CH2:28]4)=[O:26])=[N:23][C:18]3=[CH:17][CH:16]=2)[CH:11]=[CH:10][C:9]=1[F:30])(C)(C)C.C(=O)([O-])O.[Na+]. Product: [NH2:7][C:8]1[CH:13]=[C:12]([NH:14][C:15]2[N:20]=[C:19]3[S:21][C:22]([NH:24][C:25]([CH:27]4[CH2:28][CH2:29]4)=[O:26])=[N:23][C:18]3=[CH:17][CH:16]=2)[CH:11]=[CH:10][C:9]=1[F:30]. The catalyst class is: 601.